Predict the reaction yield, written as a fraction of the theoretical maximum amount of product (1.0 means a 100% yield; for example, 0.34 means a 34% yield). From a dataset of Reaction yield outcomes from USPTO patents with 853,638 reactions. (1) The catalyst is C(O)C. The yield is 0.300. The reactants are [NH2:1][C:2]1[N:7]=[CH:6][CH:5]=[CH:4][N:3]=1.[C:8]([O:13][CH2:14][CH2:15]Br)(=[O:12])[C:9]([CH3:11])=O. The product is [N:1]1[C:9]([C:8]([O:13][CH2:14][CH3:15])=[O:12])=[CH:11][N:3]2[CH:4]=[CH:5][CH:6]=[N:7][C:2]=12. (2) The product is [CH3:24][O:23][C:18]1([O:21][CH3:22])[CH2:19][CH2:20][N:15]([C:12]2[CH:13]=[CH:14][C:9]([NH:8][C:6]3[N:5]=[C:4]([NH:27][C:28]4[CH:33]=[CH:32][CH:31]=[CH:30][C:29]=4[S:34]([CH:37]([CH3:39])[CH3:38])(=[O:36])=[O:35])[N:3]=[CH:2][N:7]=3)=[C:10]([O:25][CH3:26])[CH:11]=2)[CH2:16][CH2:17]1. The yield is 0.916. The reactants are Cl[C:2]1[N:7]=[C:6]([NH:8][C:9]2[CH:14]=[CH:13][C:12]([N:15]3[CH2:20][CH2:19][C:18]([O:23][CH3:24])([O:21][CH3:22])[CH2:17][CH2:16]3)=[CH:11][C:10]=2[O:25][CH3:26])[N:5]=[C:4]([NH:27][C:28]2[CH:33]=[CH:32][CH:31]=[CH:30][C:29]=2[S:34]([CH:37]([CH3:39])[CH3:38])(=[O:36])=[O:35])[N:3]=1.O1CCCC1.C(N(CC)C(C)C)(C)C. The catalyst is [C].[Pd].CC(O)C. (3) The product is [O:1]1[C:5]2[CH:6]=[CH:7][C:8]([C:10]3[CH:11]=[CH:12][C:13]([C:16]4[N:21]=[C:20]([O:22][CH2:23][CH2:24][CH2:25][CH2:26][C:27]([CH3:32])([CH3:31])[C:28]([NH:42][CH:43]([CH2:44][C:45]5[CH:46]=[CH:47][C:48]([O:51][C:52]([CH3:55])([CH3:54])[CH3:53])=[CH:49][CH:50]=5)[C:56]([O:58][C:59]([CH3:61])([CH3:60])[CH3:62])=[O:57])=[O:30])[CH:19]=[CH:18][CH:17]=4)=[CH:14][CH:15]=3)=[CH:9][C:4]=2[O:3][CH2:2]1. The reactants are [O:1]1[C:5]2[CH:6]=[CH:7][C:8]([C:10]3[CH:15]=[CH:14][C:13]([C:16]4[N:21]=[C:20]([O:22][CH2:23][CH2:24][CH2:25][CH2:26][C:27]([CH3:32])([CH3:31])[C:28]([OH:30])=O)[CH:19]=[CH:18][CH:17]=4)=[CH:12][CH:11]=3)=[CH:9][C:4]=2[O:3][CH2:2]1.C(N(C(C)C)CC)(C)C.[NH2:42][C@H:43]([C:56]([O:58][C:59]([CH3:62])([CH3:61])[CH3:60])=[O:57])[CH2:44][C:45]1[CH:50]=[CH:49][C:48]([O:51][C:52]([CH3:55])([CH3:54])[CH3:53])=[CH:47][CH:46]=1.Cl.F[P-](F)(F)(F)(F)F.N1(OC(N(C)C)=[N+](C)C)C2C=CC=CC=2N=N1. The catalyst is CN(C)C=O. The yield is 1.16. (4) The reactants are FC(F)(F)S(O[C:7]1[C:15]2[C:10](=[CH:11][N:12]=[CH:13][CH:14]=2)[O:9][C:8]=1[C:16]1[CH:21]=[N:20][CH:19]=[CH:18][N:17]=1)(=O)=O.[Si]([O:31][N:32]=[C:33]1[C:41]2[C:36](=[CH:37][C:38]([NH2:42])=[CH:39][CH:40]=2)[CH2:35][CH2:34]1)(C(C)(C)C)(C)C. No catalyst specified. The product is [N:17]1[CH:18]=[CH:19][N:20]=[CH:21][C:16]=1[C:8]1[O:9][C:10]2=[CH:11][N:12]=[CH:13][CH:14]=[C:15]2[C:7]=1[NH:42][C:38]1[CH:37]=[C:36]2[C:41](=[CH:40][CH:39]=1)[C:33](=[N:32][OH:31])[CH2:34][CH2:35]2. The yield is 0.340. (5) The reactants are [OH:1][CH2:2][C:3]1[N:7]=[CH:6][N:5]([C:8]2[N:9]=[CH:10][C:11]([O:22][CH3:23])=[C:12]3[C:16]([C:17](=[O:21])[C:18]([OH:20])=O)=[CH:15][NH:14][C:13]=23)[N:4]=1.[N:24]1[CH:29]=[CH:28][CH:27]=[CH:26][C:25]=1[C:30]1[C:31]2[CH2:39][CH2:38][NH:37][CH2:36][C:32]=2[N:33]=[CH:34][N:35]=1.F[B-](F)(F)F.N1(OC(N(C)C)=[N+](C)C)C2C=CC=CC=2N=N1.C(N(CC)C(C)C)(C)C. The catalyst is CN(C=O)C.CO. The product is [OH:1][CH2:2][C:3]1[N:7]=[CH:6][N:5]([C:8]2[N:9]=[CH:10][C:11]([O:22][CH3:23])=[C:12]3[C:16]([C:17](=[O:21])[C:18]([N:37]4[CH2:38][CH2:39][C:31]5[C:30]([C:25]6[CH:26]=[CH:27][CH:28]=[CH:29][N:24]=6)=[N:35][CH:34]=[N:33][C:32]=5[CH2:36]4)=[O:20])=[CH:15][NH:14][C:13]=23)[N:4]=1. The yield is 0.220.